From a dataset of NCI-60 drug combinations with 297,098 pairs across 59 cell lines. Regression. Given two drug SMILES strings and cell line genomic features, predict the synergy score measuring deviation from expected non-interaction effect. (1) Drug 1: CC1=C(C=C(C=C1)NC2=NC=CC(=N2)N(C)C3=CC4=NN(C(=C4C=C3)C)C)S(=O)(=O)N.Cl. Drug 2: CCC1=CC2CC(C3=C(CN(C2)C1)C4=CC=CC=C4N3)(C5=C(C=C6C(=C5)C78CCN9C7C(C=CC9)(C(C(C8N6C)(C(=O)OC)O)OC(=O)C)CC)OC)C(=O)OC.C(C(C(=O)O)O)(C(=O)O)O. Cell line: K-562. Synergy scores: CSS=79.3, Synergy_ZIP=15.2, Synergy_Bliss=13.8, Synergy_Loewe=-3.83, Synergy_HSA=16.7. (2) Drug 1: COC1=CC(=CC(=C1O)OC)C2C3C(COC3=O)C(C4=CC5=C(C=C24)OCO5)OC6C(C(C7C(O6)COC(O7)C8=CC=CS8)O)O. Drug 2: CCC(=C(C1=CC=CC=C1)C2=CC=C(C=C2)OCCN(C)C)C3=CC=CC=C3.C(C(=O)O)C(CC(=O)O)(C(=O)O)O. Cell line: NCI-H322M. Synergy scores: CSS=5.31, Synergy_ZIP=-1.50, Synergy_Bliss=2.00, Synergy_Loewe=-2.82, Synergy_HSA=1.44.